From a dataset of Forward reaction prediction with 1.9M reactions from USPTO patents (1976-2016). Predict the product of the given reaction. (1) Given the reactants Br[CH2:2][CH2:3][CH2:4][CH2:5][CH2:6][CH2:7][C:8]1[C:14]2[CH:15]=[CH:16][C:17]([OH:19])=[CH:18][C:13]=2[CH2:12][CH2:11][CH2:10][C:9]=1[C:20]1[CH:25]=[CH:24][CH:23]=[C:22]([OH:26])[CH:21]=1.[CH3:27][C:28]([OH:44])([CH3:43])[CH2:29][NH:30][CH2:31][CH2:32][CH2:33][S:34]([CH2:37][CH2:38][C:39]([F:42])([F:41])[F:40])(=[O:36])=[O:35], predict the reaction product. The product is: [OH:44][C:28]([CH3:43])([CH3:27])[CH2:29][N:30]([CH2:31][CH2:32][CH2:33][S:34]([CH2:37][CH2:38][C:39]([F:42])([F:40])[F:41])(=[O:35])=[O:36])[CH2:2][CH2:3][CH2:4][CH2:5][CH2:6][CH2:7][C:8]1[C:14]2[CH:15]=[CH:16][C:17]([OH:19])=[CH:18][C:13]=2[CH2:12][CH2:11][CH2:10][C:9]=1[C:20]1[CH:25]=[CH:24][CH:23]=[C:22]([OH:26])[CH:21]=1. (2) Given the reactants Br[C:2]1[C:3]([S:17]([CH3:20])(=[O:19])=[O:18])=[N:4][C:5]([NH:8][C:9]2[CH:14]=[CH:13][C:12]([F:15])=[C:11]([Cl:16])[CH:10]=2)=[N:6][CH:7]=1.CC1(C)C(C)(C)OB([C:29]2[CH:30]=[C:31]([C:35]([O:37][CH2:38][CH3:39])=[O:36])[CH:32]=[N:33][CH:34]=2)O1.C(Cl)Cl.C(=O)([O-])[O-].[Na+].[Na+], predict the reaction product. The product is: [Cl:16][C:11]1[CH:10]=[C:9]([NH:8][C:5]2[N:4]=[C:3]([S:17]([CH3:20])(=[O:19])=[O:18])[C:2]([C:29]3[CH:30]=[C:31]([C:35]([O:37][CH2:38][CH3:39])=[O:36])[CH:32]=[N:33][CH:34]=3)=[CH:7][N:6]=2)[CH:14]=[CH:13][C:12]=1[F:15]. (3) Given the reactants C[Li].C(OCC)C.C[Si](C)(C)[O:10][C:11]1[CH2:16][CH2:15][CH2:14][CH:13]([CH3:17])[CH:12]=1.CN(C)CCN(C)C.C1C=CC(N([S:35]([C:38]([F:41])([F:40])[F:39])(=[O:37])=[O:36])[S:35]([C:38]([F:41])([F:40])[F:39])(=[O:37])=[O:36])=CC=1, predict the reaction product. The product is: [F:39][C:38]([F:41])([F:40])[S:35]([O:10][C:11]1[CH2:16][CH2:15][CH2:14][CH:13]([CH3:17])[CH:12]=1)(=[O:37])=[O:36].